This data is from Full USPTO retrosynthesis dataset with 1.9M reactions from patents (1976-2016). The task is: Predict the reactants needed to synthesize the given product. (1) Given the product [OH:9][CH2:10][C:11]1[N:16]=[CH:15][C:14]([C:21]2[CH:22]=[CH:23][C:24]3[N:30]4[CH2:31][C@H:27]([CH2:28][CH2:29]4)[N:26]([C:32]([NH:34][C:35]4[CH:40]=[N:39][CH:38]=[CH:37][N:36]=4)=[O:33])[C:25]=3[N:41]=2)=[CH:13][CH:12]=1, predict the reactants needed to synthesize it. The reactants are: P([O-])([O-])([O-])=O.[K+].[K+].[K+].[OH:9][CH2:10][C:11]1[N:16]=[CH:15][C:14](B(O)O)=[CH:13][CH:12]=1.Cl[C:21]1[CH:22]=[CH:23][C:24]2[N:30]3[CH2:31][C@H:27]([CH2:28][CH2:29]3)[N:26]([C:32]([NH:34][C:35]3[CH:40]=[N:39][CH:38]=[CH:37][N:36]=3)=[O:33])[C:25]=2[N:41]=1.CC(C1C=C(C(C)C)C(C2C=CC=CC=2P(C2CCCCC2)C2CCCCC2)=C(C(C)C)C=1)C. (2) Given the product [Cl:19][C:13]1[CH:14]=[CH:15][CH:16]=[C:17]([Cl:18])[C:12]=1[NH:11][C:4]1[CH:3]=[CH:2][CH:1]=[CH:6][C:5]=1[CH2:7][C:8]([O:10][CH2:31][Cl:32])=[O:9], predict the reactants needed to synthesize it. The reactants are: [CH:1]1[CH:2]=[CH:3][C:4]([NH:11][C:12]2[C:13]([Cl:19])=[CH:14][CH:15]=[CH:16][C:17]=2[Cl:18])=[C:5]([CH2:7][C:8]([O-:10])=[O:9])[CH:6]=1.[Na+].O.C(=O)(O)[O-].[Na+].S(Cl)(O[CH2:31][Cl:32])(=O)=O. (3) Given the product [C:1]([C:5]1[CH:14]=[C:13]2[C:8]([C:9]([N:16]3[CH2:17][CH2:18][CH2:19][CH2:20]3)=[N:10][C:11]([NH:25][C:24]3[CH:26]=[CH:27][CH:28]=[C:22]([Cl:21])[CH:23]=3)=[N:12]2)=[CH:7][CH:6]=1)([CH3:4])([CH3:2])[CH3:3], predict the reactants needed to synthesize it. The reactants are: [C:1]([C:5]1[CH:14]=[C:13]2[C:8]([C:9]([N:16]3[CH2:20][CH2:19][CH2:18][CH2:17]3)=[N:10][C:11](Cl)=[N:12]2)=[CH:7][CH:6]=1)([CH3:4])([CH3:3])[CH3:2].[Cl:21][C:22]1[CH:23]=[C:24]([CH:26]=[CH:27][CH:28]=1)[NH2:25]. (4) Given the product [CH3:1][C:2]1[O:3][C:4]([CH3:18])=[CH:5][C:6]=1[S:7][C:8]1[CH:13]=[CH:12][C:11]([CH3:14])=[CH:10][C:9]=1[NH2:15], predict the reactants needed to synthesize it. The reactants are: [CH3:1][C:2]1[O:3][C:4]([CH3:18])=[CH:5][C:6]=1[S:7][C:8]1[CH:13]=[CH:12][C:11]([CH3:14])=[CH:10][C:9]=1[N+:15]([O-])=O.Cl[Sn]Cl.